From a dataset of Full USPTO retrosynthesis dataset with 1.9M reactions from patents (1976-2016). Predict the reactants needed to synthesize the given product. (1) Given the product [CH3:13][O:12][C:10](=[O:11])[C:9]1[CH:14]=[CH:15][C:6]([C:4](=[O:5])[C:3]([C:1]#[N:2])=[C:19]([NH:31][C@H:32]2[CH2:38][CH2:37][CH2:36][CH2:35][N:34]([CH2:39][C:40](=[O:41])[N:42]3[CH2:43][CH2:44][CH2:45][CH2:46]3)[C:33]2=[O:47])[NH:18][C:21]2[CH:22]=[CH:23][C:24]3[O:28][C:27]([CH3:29])=[CH:26][C:25]=3[CH:30]=2)=[CH:7][CH:8]=1, predict the reactants needed to synthesize it. The reactants are: [C:1]([CH2:3][C:4]([C:6]1[CH:15]=[CH:14][C:9]([C:10]([O:12][CH3:13])=[O:11])=[CH:8][CH:7]=1)=[O:5])#[N:2].[H-].[Na+].[N:18]([C:21]1[CH:22]=[CH:23][C:24]2[O:28][C:27]([CH3:29])=[CH:26][C:25]=2[CH:30]=1)=[C:19]=S.[NH2:31][C@H:32]1[CH2:38][CH2:37][CH2:36][CH2:35][N:34]([CH2:39][C:40]([N:42]2[CH2:46][CH2:45][CH2:44][CH2:43]2)=[O:41])[C:33]1=[O:47]. (2) Given the product [F:25][CH2:24][C:20]1[CH:21]=[CH:22][CH:23]=[C:18]([C:4]#[C:3][CH2:2][CH2:1][N:5]2[CH:9]=[C:8]([C:10]3[CH:11]=[CH:12][C:13]([F:16])=[CH:14][CH:15]=3)[N:7]=[N:6]2)[N:19]=1, predict the reactants needed to synthesize it. The reactants are: [CH2:1]([N:5]1[CH:9]=[C:8]([C:10]2[CH:15]=[CH:14][C:13]([F:16])=[CH:12][CH:11]=2)[N:7]=[N:6]1)[CH2:2][C:3]#[CH:4].Br[C:18]1[CH:23]=[CH:22][CH:21]=[C:20]([CH2:24][F:25])[N:19]=1.